This data is from Forward reaction prediction with 1.9M reactions from USPTO patents (1976-2016). The task is: Predict the product of the given reaction. (1) Given the reactants Cl[CH2:2][C:3]1[N:4]=[C:5]([CH:8]([CH3:10])[CH3:9])[S:6][CH:7]=1.BrCC1CCCCO1.[O:19]=[C:20]1[C:28]2([C:32]3=[CH:33][C:34]4[O:38][CH2:37][O:36][C:35]=4[CH:39]=[C:31]3[O:30][CH2:29]2)[C:27]2[C:22](=[C:23]([C:40]#[N:41])[CH:24]=[CH:25][CH:26]=2)[NH:21]1, predict the reaction product. The product is: [CH:8]([C:5]1[S:6][CH:7]=[C:3]([CH2:2][N:21]2[C:22]3[C:27](=[CH:26][CH:25]=[CH:24][C:23]=3[C:40]#[N:41])[C:28]3([C:32]4=[CH:33][C:34]5[O:38][CH2:37][O:36][C:35]=5[CH:39]=[C:31]4[O:30][CH2:29]3)[C:20]2=[O:19])[N:4]=1)([CH3:10])[CH3:9]. (2) Given the reactants [C:1]1([O:12][CH2:13][C:14]([OH:16])=[O:15])[CH:6]=[CH:5][CH:4]=[CH:3][C:2]=1[O:7][CH2:8][C:9]([OH:11])=[O:10].[C:17]1([CH3:29])[CH:22]=[CH:21][C:20]([S:23]([CH2:26][CH2:27]O)(=[O:25])=[O:24])=[CH:19][CH:18]=1.[C:30]1([CH3:36])[CH:35]=[CH:34][CH:33]=[CH:32][CH:31]=1.O.C1(C)C=C[C:41]([S:44](O)(=[O:46])=[O:45])=[CH:40]C=1, predict the reaction product. The product is: [C:17]1([CH3:29])[CH:22]=[CH:21][C:20]([S:23]([CH2:26][CH2:27][O:10][C:9](=[O:11])[CH2:8][O:7][C:2]2[CH:3]=[CH:4][CH:5]=[CH:6][C:1]=2[O:12][CH2:13][C:14]([O:16][CH2:40][CH2:41][S:44]([C:33]2[CH:34]=[CH:35][C:30]([CH3:36])=[CH:31][CH:32]=2)(=[O:46])=[O:45])=[O:15])(=[O:25])=[O:24])=[CH:19][CH:18]=1.